Task: Predict which catalyst facilitates the given reaction.. Dataset: Catalyst prediction with 721,799 reactions and 888 catalyst types from USPTO (1) Reactant: Cl[C:2]1[CH:7]=[CH:6][N:5]=[C:4]2[NH:8][N:9]=[CH:10][C:3]=12.[I-:11].[Na+].[C:13](Cl)(=[O:15])[CH3:14].OS([O-])=O.[Na+]. Product: [I:11][C:2]1[CH:7]=[CH:6][N:5]=[C:4]2[N:8]([C:13](=[O:15])[CH3:14])[N:9]=[CH:10][C:3]=12. The catalyst class is: 10. (2) Reactant: [C:1]([C:5]1[CH:6]=[C:7]([CH:13]=[C:14]([C:17]([CH3:20])([CH3:19])[CH3:18])[C:15]=1[OH:16])[CH:8]=[CH:9]C(O)=O)([CH3:4])([CH3:3])[CH3:2].O. Product: [C:1]([C:5]1[CH:6]=[C:7]([CH:8]=[CH2:9])[CH:13]=[C:14]([C:17]([CH3:20])([CH3:19])[CH3:18])[C:15]=1[OH:16])([CH3:4])([CH3:3])[CH3:2]. The catalyst class is: 3.